Dataset: Peptide-MHC class I binding affinity with 185,985 pairs from IEDB/IMGT. Task: Regression. Given a peptide amino acid sequence and an MHC pseudo amino acid sequence, predict their binding affinity value. This is MHC class I binding data. (1) The peptide sequence is MICCDSRIVV. The MHC is HLA-A02:01 with pseudo-sequence HLA-A02:01. The binding affinity (normalized) is 0.704. (2) The peptide sequence is EEDEGEELF. The MHC is HLA-A02:03 with pseudo-sequence HLA-A02:03. The binding affinity (normalized) is 0.0847.